This data is from Catalyst prediction with 721,799 reactions and 888 catalyst types from USPTO. The task is: Predict which catalyst facilitates the given reaction. (1) Product: [Br:1][C:2]1[C:8]([C:9]([F:10])([F:11])[F:12])=[CH:7][C:5]([N:6]=[C:14]=[S:15])=[CH:4][C:3]=1[Cl:13]. Reactant: [Br:1][C:2]1[C:8]([C:9]([F:12])([F:11])[F:10])=[CH:7][C:5]([NH2:6])=[CH:4][C:3]=1[Cl:13].[C:14](N1C=CN=C1)(N1C=CN=C1)=[S:15]. The catalyst class is: 2. (2) Reactant: [CH3:1][O:2][C:3]1[CH:8]=[CH:7][CH:6]=[CH:5][C:4]=1[C:9](=O)[CH2:10][OH:11].[O-:13][C:14]#[N:15].[K+].C(O)(=O)C.C(O)(C)C. Product: [CH3:1][O:2][C:3]1[CH:8]=[CH:7][CH:6]=[CH:5][C:4]=1[C:9]1[NH:15][C:14](=[O:13])[O:11][CH:10]=1. The catalyst class is: 6. (3) Reactant: [O:1]1[CH:5]=[CH:4][CH:3]=[C:2]1[C:6]1[N:10]([C:11]2[CH:12]=[C:13]([CH:16]=[CH:17][CH:18]=2)[C:14]#[N:15])[N:9]=[C:8]([C:19]([F:22])([F:21])[F:20])[CH:7]=1.[H-].[Al+3].[Li+].[H-].[H-].[H-].O.[OH-].[Na+]. Product: [O:1]1[CH:5]=[CH:4][CH:3]=[C:2]1[C:6]1[N:10]([C:11]2[CH:12]=[C:13]([CH2:14][NH2:15])[CH:16]=[CH:17][CH:18]=2)[N:9]=[C:8]([C:19]([F:21])([F:20])[F:22])[CH:7]=1. The catalyst class is: 1.